Dataset: Catalyst prediction with 721,799 reactions and 888 catalyst types from USPTO. Task: Predict which catalyst facilitates the given reaction. (1) Reactant: Cl.[NH2:2][C@@H:3]([CH2:7][C:8]([O:10][CH3:11])=[O:9])[C:4]([OH:6])=[O:5].C(=O)([O-])[O-].[Na+].[Na+].[CH2:18](Cl)[C:19]1[CH:24]=[CH:23][CH:22]=[CH:21][CH:20]=1.Cl. Product: [CH2:18]([NH:2][C@@H:3]([CH2:7][C:8]([O:10][CH3:11])=[O:9])[C:4]([OH:6])=[O:5])[C:19]1[CH:24]=[CH:23][CH:22]=[CH:21][CH:20]=1. The catalyst class is: 5. (2) Reactant: [H-].[Na+].[N:3]1([C:8]2[CH:9]=[C:10]([C:18]3[S:22][C:21]([NH2:23])=[N:20][C:19]=3[CH3:24])[CH:11]=[CH:12][C:13]=2[S:14]([CH3:17])(=[O:16])=[O:15])[CH:7]=[CH:6][N:5]=[CH:4]1.[C:25](N1C=CN=C1)([N:27]1[CH:31]=[CH:30][N:29]=[CH:28]1)=[O:26]. Product: [N:3]1([C:8]2[CH:9]=[C:10]([C:18]3[S:22][C:21]([NH:23][C:25]([N:27]4[CH:31]=[CH:30][N:29]=[CH:28]4)=[O:26])=[N:20][C:19]=3[CH3:24])[CH:11]=[CH:12][C:13]=2[S:14]([CH3:17])(=[O:16])=[O:15])[CH:7]=[CH:6][N:5]=[CH:4]1. The catalyst class is: 9. (3) Reactant: [OH:1][CH2:2][CH2:3][CH2:4][CH2:5][N:6]1[C:15]2[C:10]([C:11](=[O:17])[NH:12][C:13](=[O:16])[N:14]=2)=[N:9][C:8]2[CH:18]=[C:19]([CH3:23])[C:20]([CH3:22])=[CH:21][C:7]1=2.C(N(CC)CC)C. Product: [CH3:23][C:19]1[C:20]([CH3:22])=[CH:21][C:7]2[N:6]([CH2:5][CH2:4][CH2:3][CH:2]=[O:1])[C:15]3[C:10]([C:11](=[O:17])[NH:12][C:13](=[O:16])[N:14]=3)=[N:9][C:8]=2[CH:18]=1. The catalyst class is: 16. (4) Reactant: [CH2:1]([N:8]1[C:16]2[C:11](=[CH:12][C:13]([NH2:17])=[CH:14][CH:15]=2)[CH:10]=[N:9]1)[C:2]1[CH:7]=[CH:6][CH:5]=[CH:4][CH:3]=1.Cl[C:19]1[C:20]2[CH:27]=[C:26]([C:28]#[CH:29])[S:25][C:21]=2[N:22]=[CH:23][N:24]=1.FC1C2C=C(C#C)SC=2N=CN=1. Product: [CH2:1]([N:8]1[C:16]2[C:11](=[CH:12][C:13]([NH:17][C:19]3[C:20]4[CH:27]=[C:26]([C:28]#[CH:29])[S:25][C:21]=4[N:22]=[CH:23][N:24]=3)=[CH:14][CH:15]=2)[CH:10]=[N:9]1)[C:2]1[CH:3]=[CH:4][CH:5]=[CH:6][CH:7]=1. The catalyst class is: 32. (5) Reactant: [CH3:1][NH:2][C:3]([C:5]1[C:9]2[CH:10]=[C:11](B3OC(C)(C)C(C)(C)O3)[C:12]([N:14]([CH3:19])[S:15]([CH3:18])(=[O:17])=[O:16])=[CH:13][C:8]=2[O:7][C:6]=1[N:29]1[CH2:34][CH2:33][O:32][CH2:31][CH2:30]1)=[O:4].Cl[C:36]1[CH:37]=[CH:38][C:39]2[O:52][CH2:51][N:42]3[C:43]4[CH:44]=[CH:45][CH:46]=[C:47]([F:50])[C:48]=4[CH:49]=[C:41]3[C:40]=2[N:53]=1.C([O-])([O-])=O.[Na+].[Na+]. Product: [F:50][C:47]1[C:48]2[CH:49]=[C:41]3[C:40]4[N:53]=[C:36]([C:11]5[C:12]([N:14]([CH3:19])[S:15]([CH3:18])(=[O:16])=[O:17])=[CH:13][C:8]6[O:7][C:6]([N:29]7[CH2:34][CH2:33][O:32][CH2:31][CH2:30]7)=[C:5]([C:3]([NH:2][CH3:1])=[O:4])[C:9]=6[CH:10]=5)[CH:37]=[CH:38][C:39]=4[O:52][CH2:51][N:42]3[C:43]=2[CH:44]=[CH:45][CH:46]=1. The catalyst class is: 117. (6) The catalyst class is: 112. Product: [Br:1][C:2]1[CH:3]=[CH:4][C:5]([F:22])=[C:6]([C@:8]([NH:12][CH2:13][C:14]2[CH:15]=[CH:16][C:17]([O:20][CH3:21])=[CH:18][CH:19]=2)([CH3:11])[CH2:9][O:10][Si:34]([C:30]([CH3:33])([CH3:32])[CH3:31])([CH3:37])[CH3:36])[CH:7]=1. Reactant: [Br:1][C:2]1[CH:3]=[CH:4][C:5]([F:22])=[C:6]([C@:8]([NH:12][CH2:13][C:14]2[CH:19]=[CH:18][C:17]([O:20][CH3:21])=[CH:16][CH:15]=2)([CH3:11])[CH2:9][OH:10])[CH:7]=1.C(N(CC)CC)C.[C:30]([Si:34]([CH3:37])([CH3:36])Cl)([CH3:33])([CH3:32])[CH3:31].